Dataset: NCI-60 drug combinations with 297,098 pairs across 59 cell lines. Task: Regression. Given two drug SMILES strings and cell line genomic features, predict the synergy score measuring deviation from expected non-interaction effect. Drug 1: CNC(=O)C1=CC=CC=C1SC2=CC3=C(C=C2)C(=NN3)C=CC4=CC=CC=N4. Drug 2: CCN(CC)CCNC(=O)C1=C(NC(=C1C)C=C2C3=C(C=CC(=C3)F)NC2=O)C. Cell line: EKVX. Synergy scores: CSS=2.07, Synergy_ZIP=-1.46, Synergy_Bliss=-0.222, Synergy_Loewe=-1.76, Synergy_HSA=-0.589.